Dataset: Full USPTO retrosynthesis dataset with 1.9M reactions from patents (1976-2016). Task: Predict the reactants needed to synthesize the given product. (1) Given the product [CH:11]1[C:12]2[C:16]3[CH:17]=[CH:18][CH:19]=[CH:20][C:15]=3[O:14][C:13]=2[C:8]([C:5]2[CH:4]=[C:3]([CH3:21])[C:2]([CH2:22][CH:23]([CH3:25])[CH3:24])=[CH:7][N:6]=2)=[CH:9][CH:10]=1, predict the reactants needed to synthesize it. The reactants are: Br[C:2]1[C:3]([CH3:21])=[CH:4][C:5]([C:8]2[C:13]3[O:14][C:15]4[CH:20]=[CH:19][CH:18]=[CH:17][C:16]=4[C:12]=3[CH:11]=[CH:10][CH:9]=2)=[N:6][CH:7]=1.[CH2:22](B(O)O)[CH:23]([CH3:25])[CH3:24].O.P([O-])([O-])([O-])=O.[K+].[K+].[K+]. (2) The reactants are: [OH-].[K+].[Cl:3][C:4]1[C:5]([N:10]2[C:14]([C:15]([O:17]CC)=[O:16])=[CH:13][C:12]([C:20]([F:23])([F:22])[F:21])=[N:11]2)=[N:6][CH:7]=[CH:8][CH:9]=1.CCCCCC.C(OCC)(=O)C. Given the product [Cl:3][C:4]1[C:5]([N:10]2[C:14]([C:15]([OH:17])=[O:16])=[CH:13][C:12]([C:20]([F:23])([F:21])[F:22])=[N:11]2)=[N:6][CH:7]=[CH:8][CH:9]=1, predict the reactants needed to synthesize it. (3) Given the product [CH3:1][NH:2][C:3]([C:5]1[CH:6]=[C:7]([CH:12]=[C:13]([C:15]2[CH:20]=[CH:19][C:18]([CH3:21])=[CH:17][N:16]=2)[CH:14]=1)[C:8]([O:10][CH3:11])=[O:9])=[S:31], predict the reactants needed to synthesize it. The reactants are: [CH3:1][NH:2][C:3]([C:5]1[CH:6]=[C:7]([CH:12]=[C:13]([C:15]2[CH:20]=[CH:19][C:18]([CH3:21])=[CH:17][N:16]=2)[CH:14]=1)[C:8]([O:10][CH3:11])=[O:9])=O.COC1C=CC(P2(=S)SP(=S)(C3C=CC(OC)=CC=3)[S:31]2)=CC=1.ClCCl. (4) Given the product [CH:25]1([NH:24][C:5]2[CH:4]=[C:3]([CH:23]=[CH:22][C:6]=2[C:7](=[O:8])[NH:9][C:10]2[CH:19]=[C:18]3[C:13]([CH2:14][CH2:15][C:16](=[O:21])[N:17]3[CH3:20])=[CH:12][CH:11]=2)[CH2:1][NH:2][C:31](=[O:32])[O:33][C:34]([CH3:37])([CH3:36])[CH3:35])[CH2:30][CH2:29][CH2:28][CH2:27][CH2:26]1, predict the reactants needed to synthesize it. The reactants are: [C:1]([C:3]1[CH:23]=[CH:22][C:6]([C:7]([NH:9][C:10]2[CH:19]=[C:18]3[C:13]([CH2:14][CH2:15][C:16](=[O:21])[N:17]3[CH3:20])=[CH:12][CH:11]=2)=[O:8])=[C:5]([NH:24][CH:25]2[CH2:30][CH2:29][CH2:28][CH2:27][CH2:26]2)[CH:4]=1)#[N:2].[C:31](O[C:31]([O:33][C:34]([CH3:37])([CH3:36])[CH3:35])=[O:32])([O:33][C:34]([CH3:37])([CH3:36])[CH3:35])=[O:32].C(O)(C)(C)C. (5) Given the product [Br:22][C:23]1[C:24]2[C:25](=[N:29][N:30]3[C:6]([CH:8]4[CH2:9][CH2:10][N:11]([C:14]([O:16][C:17]([CH3:18])([CH3:19])[CH3:20])=[O:15])[CH2:12][CH2:13]4)=[CH:5][C:4](=[O:21])[NH:32][C:31]3=2)[CH:26]=[N:27][CH:28]=1, predict the reactants needed to synthesize it. The reactants are: C(O[C:4](=[O:21])[CH2:5][C:6]([CH:8]1[CH2:13][CH2:12][N:11]([C:14]([O:16][C:17]([CH3:20])([CH3:19])[CH3:18])=[O:15])[CH2:10][CH2:9]1)=O)C.[Br:22][C:23]1[CH:28]=[N:27][CH:26]=[C:25]2[NH:29][N:30]=[C:31]([NH2:32])[C:24]=12.P([O-])([O-])([O-])=O.[K+].[K+].[K+].Cl.